Task: Predict the reaction yield, written as a fraction of the theoretical maximum amount of product (1.0 means a 100% yield; for example, 0.34 means a 34% yield).. Dataset: Reaction yield outcomes from USPTO patents with 853,638 reactions (1) The reactants are Cl.C[O:3][C:4](=[O:39])[C:5]1[CH:10]=[CH:9][C:8]([CH2:11][O:12][C:13]2[CH:18]=[CH:17][C:16]([CH2:19][C@H:20]([NH2:38])[C:21]3[N:22]([CH2:34][CH2:35][CH2:36][CH3:37])[CH:23]=[C:24]([C:26]4[CH:31]=[CH:30][C:29]([Cl:32])=[CH:28][C:27]=4[Cl:33])[N:25]=3)=[CH:15][CH:14]=2)=[CH:7][CH:6]=1.[CH3:40][CH:41]1[CH:46]([C:47](O)=[O:48])[CH2:45][CH:44]2[CH2:50][CH:42]1[C:43]2([CH3:52])[CH3:51]. No catalyst specified. The product is [CH2:34]([N:22]1[CH:23]=[C:24]([C:26]2[CH:31]=[CH:30][C:29]([Cl:32])=[CH:28][C:27]=2[Cl:33])[N:25]=[C:21]1[C@@H:20]([NH:38][C:47]([CH:46]1[CH2:45][CH:44]2[CH2:50][CH:42]([C:43]2([CH3:52])[CH3:51])[CH:41]1[CH3:40])=[O:48])[CH2:19][C:16]1[CH:17]=[CH:18][C:13]([O:12][CH2:11][C:8]2[CH:7]=[CH:6][C:5]([C:4]([OH:3])=[O:39])=[CH:10][CH:9]=2)=[CH:14][CH:15]=1)[CH2:35][CH2:36][CH3:37]. The yield is 0.600. (2) The reactants are [N:1]1[CH:2]=[C:3]([NH2:10])[N:4]2[C:9]=1[CH:8]=[CH:7][CH:6]=[N:5]2.N1C=CC=CC=1.Cl[C:18]([O:20][C:21]1[CH:26]=[CH:25][CH:24]=[CH:23][CH:22]=1)=[O:19]. The catalyst is CN(C=O)C.CCOC(C)=O. The product is [C:21]1([O:20][C:18](=[O:19])[NH:10][C:3]2[N:4]3[N:5]=[CH:6][CH:7]=[CH:8][C:9]3=[N:1][CH:2]=2)[CH:26]=[CH:25][CH:24]=[CH:23][CH:22]=1. The yield is 0.720. (3) The product is [N+:1]([C:4]1[C:5]2[NH:11][CH:12]([C:13]3[CH:18]=[CH:17][CH:16]=[CH:15][CH:14]=3)[NH:10][C:6]=2[CH:7]=[CH:8][CH:9]=1)([O-:3])=[O:2]. The yield is 0.700. The catalyst is CO. The reactants are [N+:1]([C:4]1[CH:9]=[CH:8][CH:7]=[C:6]([NH2:10])[C:5]=1[NH2:11])([O-:3])=[O:2].[CH:12](=O)[C:13]1[CH:18]=[CH:17][CH:16]=[CH:15][CH:14]=1. (4) The reactants are [C:1]([O:5][C:6]([N:8]1[CH2:12][C@@H:11]([O:13][C:14]2[CH:19]=[CH:18][CH:17]=[CH:16][CH:15]=2)[CH2:10][C@H:9]1[C:20](O)=[O:21])=[O:7])([CH3:4])([CH3:3])[CH3:2]. The catalyst is C1COCC1. The product is [C:1]([O:5][C:6]([N:8]1[CH2:12][C@@H:11]([O:13][C:14]2[CH:15]=[CH:16][CH:17]=[CH:18][CH:19]=2)[CH2:10][C@H:9]1[CH2:20][OH:21])=[O:7])([CH3:4])([CH3:3])[CH3:2]. The yield is 1.00. (5) The reactants are [O:1]=[C:2]1[CH2:7][S:6][C:5]2[CH:8]=[CH:9][C:10]([CH:12]=[O:13])=[N:11][C:4]=2[NH:3]1.[OH:14]OS([O-])=O.[K+]. The yield is 0.770. The catalyst is CN(C=O)C. The product is [O:1]=[C:2]1[CH2:7][S:6][C:5]2[CH:8]=[CH:9][C:10]([C:12]([OH:14])=[O:13])=[N:11][C:4]=2[NH:3]1. (6) The reactants are O=P(Cl)(Cl)Cl.[Cl:6][C:7]1[C:8]([CH2:13][NH:14][CH:15]=O)=[N:9][CH:10]=[CH:11][N:12]=1.C1C(=O)N(Br)C(=O)C1. The catalyst is C(#N)C. The product is [Cl:6][C:7]1[C:8]2[N:9]([CH:15]=[N:14][CH:13]=2)[CH:10]=[CH:11][N:12]=1. The yield is 0.529.